This data is from Forward reaction prediction with 1.9M reactions from USPTO patents (1976-2016). The task is: Predict the product of the given reaction. (1) Given the reactants [C:1]([O:5][C:6](=[O:18])[CH2:7][N:8]1[C:16]2[C:11](=[C:12]([OH:17])[CH:13]=[CH:14][CH:15]=2)[CH:10]=[CH:9]1)([CH3:4])([CH3:3])[CH3:2].[CH3:19][C:20]1[N:21]=[C:22]([C:29]2[CH:34]=[CH:33][C:32]([C:35]([F:38])([F:37])[F:36])=[CH:31][CH:30]=2)[S:23][C:24]=1[CH2:25][CH2:26][CH2:27]O.C(P(CCCC)CCCC)CCC.CN(C)C(N=NC(N(C)C)=O)=O, predict the reaction product. The product is: [C:1]([O:5][C:6](=[O:18])[CH2:7][N:8]1[C:16]2[C:11](=[C:12]([O:17][CH2:27][CH2:26][CH2:25][C:24]3[S:23][C:22]([C:29]4[CH:34]=[CH:33][C:32]([C:35]([F:37])([F:38])[F:36])=[CH:31][CH:30]=4)=[N:21][C:20]=3[CH3:19])[CH:13]=[CH:14][CH:15]=2)[CH:10]=[CH:9]1)([CH3:4])([CH3:2])[CH3:3]. (2) The product is: [F:30][C:26]1[CH:25]=[C:24]([NH:23][C:9](=[N:10][C:11]([C:13]2[CH:17]=[C:16]([CH3:18])[O:15][C:14]=2[C:19]([F:20])([F:21])[F:22])=[O:12])[NH:8][CH:4]2[CH2:5][CH2:6][CH2:7][CH:2]([NH:1][C:43](=[O:44])[O:42][CH2:40][CH3:41])[CH2:3]2)[CH:29]=[CH:28][CH:27]=1. Given the reactants [NH2:1][CH:2]1[CH2:7][CH2:6][CH2:5][CH:4]([NH:8][C:9]([NH:23][C:24]2[CH:29]=[CH:28][CH:27]=[C:26]([F:30])[CH:25]=2)=[N:10][C:11]([C:13]2[CH:17]=[C:16]([CH3:18])[O:15][C:14]=2[C:19]([F:22])([F:21])[F:20])=[O:12])[CH2:3]1.C(N(C(C)C)CC)(C)C.[CH2:40]([O:42][C:43](Cl)=[O:44])[CH3:41], predict the reaction product. (3) The product is: [Cl:1][C:2]1[CH:3]=[C:4]([C:8]2[O:9][N:10]=[C:11]3[CH:16]=[CH:15][C:14]([CH:17]=[O:18])=[CH:13][C:12]=23)[CH:5]=[CH:6][CH:7]=1. Given the reactants [Cl:1][C:2]1[CH:3]=[C:4]([C:8]2[O:9][N:10]=[C:11]3[CH:16]=[CH:15][C:14]([CH:17]4OCC[O:18]4)=[CH:13][C:12]=23)[CH:5]=[CH:6][CH:7]=1, predict the reaction product. (4) Given the reactants [N+:1]([C:4]1[CH:9]=[CH:8][CH:7]=[CH:6][C:5]=1[S:10]([N:13]1[CH:18]2[CH2:19][C:20](=O)[CH2:21][CH:14]1[CH2:15][O:16][CH2:17]2)(=[O:12])=[O:11])([O-:3])=[O:2].C(OC([N:32]([CH3:34])C)N(C)C)(C)(C)C.[NH2:35]N.O, predict the reaction product. The product is: [N+:1]([C:4]1[CH:9]=[CH:8][CH:7]=[CH:6][C:5]=1[S:10]([N:13]1[CH:18]2[CH2:17][O:16][CH2:15][CH:14]1[C:21]1[CH:34]=[N:32][NH:35][C:20]=1[CH2:19]2)(=[O:11])=[O:12])([O-:3])=[O:2]. (5) Given the reactants F[C:2]1[N:7]=[C:6]([C:8]2[C:16]3[C:11](=[CH:12][N:13]=[C:14]([C:17]4[CH:18]=[N:19][N:20]([CH2:22][CH3:23])[CH:21]=4)[CH:15]=3)[N:10](C3CCCCO3)[N:9]=2)[CH:5]=[CH:4][CH:3]=1.[NH:30]1[CH2:35][CH2:34][CH2:33][C@@H:32]([NH:36]C(=O)OC(C)(C)C)[CH2:31]1, predict the reaction product. The product is: [CH2:22]([N:20]1[CH:21]=[C:17]([C:14]2[CH:15]=[C:16]3[C:8]([C:6]4[N:7]=[C:2]([N:30]5[CH2:35][CH2:34][CH2:33][C@@H:32]([NH2:36])[CH2:31]5)[CH:3]=[CH:4][CH:5]=4)=[N:9][NH:10][C:11]3=[CH:12][N:13]=2)[CH:18]=[N:19]1)[CH3:23]. (6) Given the reactants [CH3:1][O:2][C:3]1[CH:22]=[CH:21][C:6]([CH2:7][C@@H:8]2[C:12]3=[N:13][C:14]4[CH:19]=[CH:18][CH:17]=[CH:16][C:15]=4[N:11]3[C:10](=[O:20])[NH:9]2)=[CH:5][CH:4]=1.Cl.[F:24][C:25]([F:35])([F:34])[CH:26]([C:28]1[CH:33]=[CH:32][CH:31]=[CH:30][N:29]=1)[NH2:27].C(O)(C(F)(F)F)=O, predict the reaction product. The product is: [NH:13]1[C:14]2[CH:19]=[CH:18][CH:17]=[CH:16][C:15]=2[N:11]=[C:12]1[C@H:8]([NH:9][C:10]([NH:27][CH:26]([C:28]1[CH:33]=[CH:32][CH:31]=[CH:30][N:29]=1)[C:25]([F:24])([F:34])[F:35])=[O:20])[CH2:7][C:6]1[CH:21]=[CH:22][C:3]([O:2][CH3:1])=[CH:4][CH:5]=1.